Task: Predict the product of the given reaction.. Dataset: Forward reaction prediction with 1.9M reactions from USPTO patents (1976-2016) (1) The product is: [CH3:15][C:7]1[CH:8]=[CH:9][CH:10]=[C:11]2[C:6]=1[N:5]=[CH:4][N:3]=[C:2]2[Cl:1]. Given the reactants [Cl:1][C:2]1[C:11]2[C:6](=[CH:7][CH:8]=[C:9](C)[CH:10]=2)[NH:5][C:4](=O)[N:3]=1.F[C:15](F)(F)C1C=C(C=CC=1)N, predict the reaction product. (2) Given the reactants [O:1]=[C:2]1[NH:7][C:6]([C:8]2[CH:9]=[C:10]3[C:15](=[CH:16][CH:17]=2)[N:14]=[CH:13][CH:12]=[C:11]3[N:18]2[CH2:23][CH2:22][CH2:21][C@H:20]([NH:24][C:25](=[O:31])[O:26][C:27]([CH3:30])([CH3:29])[CH3:28])[CH2:19]2)=[N:5][CH:4]=[CH:3]1.C(N(C(C)C)CC)(C)C.[F:41][C:42]([F:61])([F:60])[S:43](N(C1C=CC=CC=1)[S:43]([C:42]([F:61])([F:60])[F:41])(=[O:45])=[O:44])(=[O:45])=[O:44], predict the reaction product. The product is: [F:41][C:42]([F:61])([F:60])[S:43]([O:1][C:2]1[CH:3]=[CH:4][N:5]=[C:6]([C:8]2[CH:9]=[C:10]3[C:15](=[CH:16][CH:17]=2)[N:14]=[CH:13][CH:12]=[C:11]3[N:18]2[CH2:23][CH2:22][CH2:21][C@H:20]([NH:24][C:25]([O:26][C:27]([CH3:28])([CH3:30])[CH3:29])=[O:31])[CH2:19]2)[N:7]=1)(=[O:45])=[O:44]. (3) Given the reactants [Cl:1][C:2]1[CH:7]=[C:6](F)[CH:5]=[CH:4][C:3]=1[S:9]([C@H:12]1[CH2:16][CH2:15][N:14]([C:17]2[N:22]=[C:21]([C:23]#[N:24])[CH:20]=[CH:19][N:18]=2)[CH2:13]1)(=[O:11])=[O:10].[CH3:25][N:26]1[CH2:31][CH2:30][NH:29][CH2:28][CH2:27]1.CCN(C(C)C)C(C)C, predict the reaction product. The product is: [Cl:1][C:2]1[CH:7]=[C:6]([N:29]2[CH2:30][CH2:31][N:26]([CH3:25])[CH2:27][CH2:28]2)[CH:5]=[CH:4][C:3]=1[S:9]([C@H:12]1[CH2:16][CH2:15][N:14]([C:17]2[N:22]=[C:21]([C:23]#[N:24])[CH:20]=[CH:19][N:18]=2)[CH2:13]1)(=[O:11])=[O:10]. (4) Given the reactants Br[C:2]1[CH:3]=[C:4]2[C:9](=[CH:10][C:11]=1[CH3:12])[C:8]([CH3:14])([CH3:13])[CH:7]=[CH:6][C:5]2([CH3:16])[CH3:15].[Li]CCCC.C([O:25][B:26](OC(C)C)[O:27]C(C)C)(C)C.Cl, predict the reaction product. The product is: [CH3:12][C:11]1[C:2]([B:26]([OH:27])[OH:25])=[CH:3][C:4]2[C:5]([CH3:16])([CH3:15])[CH:6]=[CH:7][C:8]([CH3:14])([CH3:13])[C:9]=2[CH:10]=1. (5) Given the reactants C(N(CC)C(C)C)(C)C.Cl[C:11]1[O:12][C:13]2[C:19]([O:20][CH3:21])=[CH:18][C:17]([C:22]([O:24][CH3:25])=[O:23])=[CH:16][C:14]=2[N:15]=1.Cl.Cl.[Cl:28][C:29]1[CH:34]=[CH:33][N:32]=[C:31]([CH2:35][NH2:36])[CH:30]=1, predict the reaction product. The product is: [Cl:28][C:29]1[CH:34]=[CH:33][N:32]=[C:31]([CH2:35][NH:36][C:11]2[O:12][C:13]3[C:19]([O:20][CH3:21])=[CH:18][C:17]([C:22]([O:24][CH3:25])=[O:23])=[CH:16][C:14]=3[N:15]=2)[CH:30]=1. (6) The product is: [O:43]=[C:41]1[CH2:40][CH2:39][CH2:38][N:37]1[CH2:1][C:3]1[CH:30]=[CH:29][C:6]2[N:7]([C:23]3[CH:28]=[CH:27][CH:26]=[CH:25][CH:24]=3)[C:8]([NH:10][C:11](=[O:22])[C:12]3[CH:17]=[CH:16][CH:15]=[C:14]([C:18]([F:19])([F:20])[F:21])[CH:13]=3)=[N:9][C:5]=2[CH:4]=1. Given the reactants [CH:1]([C:3]1[CH:30]=[CH:29][C:6]2[N:7]([C:23]3[CH:28]=[CH:27][CH:26]=[CH:25][CH:24]=3)[C:8]([NH:10][C:11](=[O:22])[C:12]3[CH:17]=[CH:16][CH:15]=[C:14]([C:18]([F:21])([F:20])[F:19])[CH:13]=3)=[N:9][C:5]=2[CH:4]=1)=O.CC([O-])=O.[Na+].Cl.[NH2:37][CH2:38][CH2:39][CH2:40][C:41]([O:43]CC)=O.[BH3-]C#N.[Na+], predict the reaction product. (7) Given the reactants [C:1]([OH:5])([CH3:4])([CH3:3])[CH3:2].[C:6](Cl)(Cl)=[O:7].[NH2:10][C:11]1[CH:16]=[CH:15][CH:14]=[C:13]([CH3:17])[N:12]=1.C(N(CC)CC)C.[OH-].[Na+], predict the reaction product. The product is: [C:1]([O:5][C:6](=[O:7])[NH:10][C:11]1[CH:16]=[CH:15][CH:14]=[C:13]([CH3:17])[N:12]=1)([CH3:4])([CH3:3])[CH3:2].